This data is from Reaction yield outcomes from USPTO patents with 853,638 reactions. The task is: Predict the reaction yield, written as a fraction of the theoretical maximum amount of product (1.0 means a 100% yield; for example, 0.34 means a 34% yield). (1) The reactants are [Cl:1][C:2]1[CH:3]=[C:4]([NH2:10])[C:5]([NH:8][CH3:9])=[CH:6][CH:7]=1.[C:11]([OH:15])(=O)[CH2:12]O. No catalyst specified. The product is [Cl:1][C:2]1[CH:7]=[CH:6][C:5]2[N:8]([CH3:9])[C:12]([CH2:11][OH:15])=[N:10][C:4]=2[CH:3]=1. The yield is 0.450. (2) The reactants are [C:1]([C:5]1[CH:9]=[C:8]([NH:10][C:11]([NH:13][C@@H:14]2[C:23]3[C:18](=[CH:19][CH:20]=[CH:21][CH:22]=3)[C@H:17]([O:24][C:25]3[CH:26]=[CH:27][C:28]4[N:29]([C:31]([N:34]5[C@H:39]([CH3:40])[CH2:38][CH2:37][CH2:36][C@@H:35]5[CH3:41])=[N:32][N:33]=4)[CH:30]=3)[CH2:16][CH2:15]2)=[O:12])[N:7]([C:42]2[CH:43]=[C:44]([CH:51]=[CH:52][CH:53]=2)[CH2:45][O:46]S(C)(=O)=O)[N:6]=1)([CH3:4])([CH3:3])[CH3:2].[CH3:54][N:55]1[CH2:60][CH2:59][NH:58][CH2:57][CH2:56]1.C1C[O:64]CC1. No catalyst specified. The product is [CH:45]([OH:46])=[O:64].[C:1]([C:5]1[CH:9]=[C:8]([NH:10][C:11]([NH:13][C@@H:14]2[C:23]3[C:18](=[CH:19][CH:20]=[CH:21][CH:22]=3)[C@H:17]([O:24][C:25]3[CH:26]=[CH:27][C:28]4[N:29]([C:31]([N:34]5[C@H:39]([CH3:40])[CH2:38][CH2:37][CH2:36][C@@H:35]5[CH3:41])=[N:32][N:33]=4)[CH:30]=3)[CH2:16][CH2:15]2)=[O:12])[N:7]([C:42]2[CH:43]=[CH:44][CH:45]=[C:52]([CH2:51][N:58]3[CH2:59][CH2:60][N:55]([CH3:54])[CH2:56][CH2:57]3)[CH:53]=2)[N:6]=1)([CH3:3])([CH3:4])[CH3:2]. The yield is 0.190. (3) The reactants are [CH2:1]=[O:2].[CH2:3]([NH2:10])[C:4]1[CH:9]=[CH:8][CH:7]=[CH:6][CH:5]=1.[F:11][C:12]1[CH:17]=[CH:16][C:15]([C:18](=O)/[C:19](/[C:22]2[CH:27]=[CH:26][N:25]=[C:24]([F:28])[CH:23]=2)=[N:20]/O)=[CH:14][CH:13]=1. The catalyst is C(#N)C. The product is [CH2:3]([N:10]1[C:18]([C:15]2[CH:16]=[CH:17][C:12]([F:11])=[CH:13][CH:14]=2)=[C:19]([C:22]2[CH:27]=[CH:26][N:25]=[C:24]([F:28])[CH:23]=2)[NH:20][C:1]1=[O:2])[C:4]1[CH:9]=[CH:8][CH:7]=[CH:6][CH:5]=1. The yield is 0.460. (4) The reactants are [NH:1]1[CH2:6][CH2:5][CH:4]([NH:7][C:8]2[S:9][C:10]([C:13]([F:16])([F:15])[F:14])=[N:11][N:12]=2)[CH2:3][CH2:2]1.[F:17][C:18]1[CH:19]=[C:20]([CH:23]=[CH:24][C:25]=1[F:26])[CH2:21]Br.C(N(C(C)C)CC)(C)C. The catalyst is C(#N)C.ClCCl. The product is [F:17][C:18]1[CH:19]=[C:20]([CH:23]=[CH:24][C:25]=1[F:26])[CH2:21][N:1]1[CH2:6][CH2:5][CH:4]([NH:7][C:8]2[S:9][C:10]([C:13]([F:16])([F:14])[F:15])=[N:11][N:12]=2)[CH2:3][CH2:2]1. The yield is 0.800. (5) The reactants are [Cl:1][C:2]1[CH:7]=[CH:6][C:5]([N+:8]([O-])=O)=[CH:4][C:3]=1[C:11]1[S:12][C:13]2[CH:19]=[CH:18][C:17]([C:20]([F:23])([F:22])[F:21])=[CH:16][C:14]=2[N:15]=1.Cl. The catalyst is C(O)C.O.[Fe]. The product is [Cl:1][C:2]1[CH:7]=[CH:6][C:5]([NH2:8])=[CH:4][C:3]=1[C:11]1[S:12][C:13]2[CH:19]=[CH:18][C:17]([C:20]([F:22])([F:21])[F:23])=[CH:16][C:14]=2[N:15]=1. The yield is 0.630. (6) The reactants are [CH2:1]([C@@H:5]1[N:10]([C:11](=[O:25])[C:12]2[CH:17]=CC(OC3C=CC=CC=3)=CC=2)[CH2:9][C@H:8]([CH2:26][CH:27]([CH3:29])[CH3:28])[NH:7][C:6]1=[O:30])[CH:2]([CH3:4])[CH3:3].C([C@@H]1NC[C@H](CC(C)C)NC1=O)C(C)C.[F:46][C:47]1[CH:52]=[CH:51][C:50]([N:53]2C=C(C(O)=O)[N:55]=[CH:54]2)=[CH:49][CH:48]=1. No catalyst specified. The product is [F:46][C:47]1[CH:52]=[CH:51][C:50]([N:53]2[CH:17]=[C:12]([C:11]([N:10]3[CH2:9][C@H:8]([CH2:26][CH:27]([CH3:28])[CH3:29])[NH:7][C:6](=[O:30])[C@@H:5]3[CH2:1][CH:2]([CH3:3])[CH3:4])=[O:25])[N:55]=[CH:54]2)=[CH:49][CH:48]=1. The yield is 0.151.